From a dataset of Full USPTO retrosynthesis dataset with 1.9M reactions from patents (1976-2016). Predict the reactants needed to synthesize the given product. (1) Given the product [C:1]([C:5]1[CH:20]=[C:8]2[N:9]=[C:10]([CH3:19])[C:11]([CH2:14][C:15]([O:17][CH3:18])=[O:16])=[C:12]([Cl:23])[N:7]2[N:6]=1)([CH3:4])([CH3:3])[CH3:2], predict the reactants needed to synthesize it. The reactants are: [C:1]([C:5]1[CH:20]=[C:8]2[N:9]=[C:10]([CH3:19])[C:11]([CH2:14][C:15]([O:17][CH3:18])=[O:16])=[C:12](O)[N:7]2[N:6]=1)([CH3:4])([CH3:3])[CH3:2].P(Cl)(Cl)([Cl:23])=O.CN(C)C1C=CC=CC=1. (2) Given the product [CH2:1]([O:3][C:4]([N:6]1[C:15]2[C:10](=[N:11][C:12]([O:16][CH3:17])=[CH:13][CH:14]=2)[C@@H:9]([NH:18][CH:19]([C:32]2[N:37]=[CH:36][C:35]([CH:51]=[CH:50][C:49]([O:48][CH2:41][C:42]3[CH:47]=[CH:46][CH:45]=[CH:44][CH:43]=3)=[O:52])=[CH:34][N:33]=2)[C:20]2[CH:25]=[C:24]([C:26]([F:29])([F:28])[F:27])[CH:23]=[C:22]([C:30]#[N:31])[CH:21]=2)[CH2:8][C@H:7]1[CH2:39][CH3:40])=[O:5])[CH3:2], predict the reactants needed to synthesize it. The reactants are: [CH2:1]([O:3][C:4]([N:6]1[C:15]2[C:10](=[N:11][C:12]([O:16][CH3:17])=[CH:13][CH:14]=2)[C@@H:9]([NH:18][CH:19]([C:32]2[N:37]=[CH:36][C:35](Br)=[CH:34][N:33]=2)[C:20]2[CH:25]=[C:24]([C:26]([F:29])([F:28])[F:27])[CH:23]=[C:22]([C:30]#[N:31])[CH:21]=2)[CH2:8][C@H:7]1[CH2:39][CH3:40])=[O:5])[CH3:2].[CH2:41]([O:48][C:49](=[O:52])[CH:50]=[CH2:51])[C:42]1[CH:47]=[CH:46][CH:45]=[CH:44][CH:43]=1.C1(C(N)C2CCCCC2)CCCCC1.F[B-](F)(F)F.C([PH+](C(C)(C)C)C(C)(C)C)(C)(C)C. (3) Given the product [C:15]1([NH:14][C:7](=[O:8])[C:6]2[CH:10]=[CH:11][CH:12]=[CH:13][C:5]=2[S:2](=[O:4])(=[O:3])[NH:14][C:15]2[CH:20]=[CH:19][CH:18]=[CH:17][CH:16]=2)[CH:20]=[CH:19][CH:18]=[CH:17][CH:16]=1, predict the reactants needed to synthesize it. The reactants are: Cl[S:2]([C:5]1[CH:13]=[CH:12][CH:11]=[CH:10][C:6]=1[C:7](Cl)=[O:8])(=[O:4])=[O:3].[NH2:14][C:15]1[CH:20]=[CH:19][CH:18]=[CH:17][CH:16]=1. (4) Given the product [C:11]([CH2:10][O:9][C:8]1[C:3]([CH2:1][CH3:2])=[N+:4]([O-:16])[C:5]([CH3:15])=[CH:6][CH:7]=1)([OH:13])=[O:12], predict the reactants needed to synthesize it. The reactants are: [CH2:1]([C:3]1[C:8]([O:9][CH2:10][C:11]([O:13]C)=[O:12])=[CH:7][CH:6]=[C:5]([CH3:15])[N+:4]=1[O-:16])[CH3:2].